From a dataset of Reaction yield outcomes from USPTO patents with 853,638 reactions. Predict the reaction yield, written as a fraction of the theoretical maximum amount of product (1.0 means a 100% yield; for example, 0.34 means a 34% yield). (1) The reactants are C1C=C(Cl)C=C(C(OO)=[O:9])C=1.[Br:12][C:13]1[CH:18]=[CH:17][CH:16]=[C:15]([S:19][CH2:20][CH3:21])[CH:14]=1.C(Cl)Cl.[OH2:25]. No catalyst specified. The product is [Br:12][C:13]1[CH:18]=[CH:17][CH:16]=[C:15]([S:19]([CH2:20][CH3:21])(=[O:9])=[O:25])[CH:14]=1. The yield is 0.920. (2) The reactants are [CH:1]([N:4]1[C:8]([C:9]2[N:18]=[C:17]3[N:11]([CH2:12][CH2:13][O:14][C:15]4[CH:22]=[C:21]([O:23][C:24]([CH3:29])([CH3:28])[C:25]([OH:27])=O)[N:20]=[CH:19][C:16]=43)[CH:10]=2)=[N:7][CH:6]=[N:5]1)([CH3:3])[CH3:2].C[N:31](C(ON1N=NC2C=CC=NC1=2)=[N+](C)C)C.F[P-](F)(F)(F)(F)F.[Cl-].[NH4+].C(N(CC)CC)C. The catalyst is CN(C=O)C. The product is [CH:1]([N:4]1[C:8]([C:9]2[N:18]=[C:17]3[C:16]4[CH:19]=[N:20][C:21]([O:23][C:24]([CH3:28])([CH3:29])[C:25]([NH2:31])=[O:27])=[CH:22][C:15]=4[O:14][CH2:13][CH2:12][N:11]3[CH:10]=2)=[N:7][CH:6]=[N:5]1)([CH3:3])[CH3:2]. The yield is 0.380. (3) The reactants are [CH:1]1([O:6][C:7]2[CH:12]=[CH:11][C:10]([N+:13]([O-])=O)=[CH:9][N:8]=2)[CH2:5][CH2:4][CH2:3][CH2:2]1. The catalyst is CO.[Pd]. The product is [CH:1]1([O:6][C:7]2[N:8]=[CH:9][C:10]([NH2:13])=[CH:11][CH:12]=2)[CH2:2][CH2:3][CH2:4][CH2:5]1. The yield is 0.940. (4) The yield is 0.990. The reactants are [CH2:1]([O:8][C:9]1[CH:14]=[CH:13][N:12]([C:15]2[CH:20]=[CH:19][C:18]3[C:21]4[CH2:22][NH:23][CH2:24][CH2:25][C:26]=4[O:27][C:17]=3[CH:16]=2)[C:11](=[O:28])[CH:10]=1)[C:2]1[CH:7]=[CH:6][CH:5]=[CH:4][CH:3]=1.[ClH:29].CCOCC. The product is [ClH:29].[CH2:1]([O:8][C:9]1[CH:14]=[CH:13][N:12]([C:15]2[CH:20]=[CH:19][C:18]3[C:21]4[CH2:22][NH:23][CH2:24][CH2:25][C:26]=4[O:27][C:17]=3[CH:16]=2)[C:11](=[O:28])[CH:10]=1)[C:2]1[CH:7]=[CH:6][CH:5]=[CH:4][CH:3]=1. The catalyst is CO.